Dataset: Full USPTO retrosynthesis dataset with 1.9M reactions from patents (1976-2016). Task: Predict the reactants needed to synthesize the given product. (1) Given the product [Br:12][C:5]1[C:6]2[N:10]([CH3:11])[CH:9]=[CH:8][C:7]=2[C:2]([NH:17][C:16]2[CH:18]=[CH:19][CH:20]=[C:14]([Cl:13])[CH:15]=2)=[N:3][CH:4]=1, predict the reactants needed to synthesize it. The reactants are: Br[C:2]1[C:7]2[CH:8]=[CH:9][N:10]([CH3:11])[C:6]=2[C:5]([Br:12])=[CH:4][N:3]=1.[Cl:13][C:14]1[CH:15]=[C:16]([CH:18]=[CH:19][CH:20]=1)[NH2:17].C(=O)([O-])[O-].[Cs+].[Cs+]. (2) The reactants are: [F:1][C:2]1[C:7]([O:8][CH3:9])=[CH:6][CH:5]=[C:4]([F:10])[C:3]=1[C:11]1[N:16]=[C:15]([C:17]([OH:19])=O)[CH:14]=[CH:13][C:12]=1[F:20].[NH2:21][C:22]1[C:23]([N:31]2[CH2:36][C@H:35]([CH3:37])[CH2:34][C@H:33]([NH:38]C(=O)OC(C)(C)C)[CH2:32]2)=[C:24]2[CH2:30][CH2:29][O:28][C:25]2=[N:26][CH:27]=1.CN(C(ON1N=NC2C=CC=NC1=2)=[N+](C)C)C.F[P-](F)(F)(F)(F)F.CCN(C(C)C)C(C)C. Given the product [NH2:38][C@H:33]1[CH2:34][C@@H:35]([CH3:37])[CH2:36][N:31]([C:23]2[C:22]([NH:21][C:17]([C:15]3[CH:14]=[CH:13][C:12]([F:20])=[C:11]([C:3]4[C:4]([F:10])=[CH:5][CH:6]=[C:7]([O:8][CH3:9])[C:2]=4[F:1])[N:16]=3)=[O:19])=[CH:27][N:26]=[C:25]3[O:28][CH2:29][CH2:30][C:24]=23)[CH2:32]1, predict the reactants needed to synthesize it. (3) Given the product [C:1]([C:6]1[CH2:7][CH:8]([C:26]([O:28][CH2:29][CH3:30])=[O:27])[C:9](=[O:25])[N:10]2[C:15]=1[CH:14]=[CH:13][CH:12]=[C:11]2[C:16]1[C:17]([CH3:24])=[CH:18][C:19]([CH3:23])=[CH:20][C:21]=1[CH3:22])(=[O:5])[CH2:2][CH2:3][CH3:4], predict the reactants needed to synthesize it. The reactants are: [C:1]([C:6]1[CH:7]=[C:8]([C:26]([O:28][CH2:29][CH3:30])=[O:27])[C:9](=[O:25])[N:10]2[C:15]=1[CH:14]=[CH:13][CH:12]=[C:11]2[C:16]1[C:21]([CH3:22])=[CH:20][C:19]([CH3:23])=[CH:18][C:17]=1[CH3:24])(=[O:5])[CH2:2][CH2:3][CH3:4].[H-].[Al+3].[Li+].[H-].[H-].[H-].